From a dataset of Reaction yield outcomes from USPTO patents with 853,638 reactions. Predict the reaction yield, written as a fraction of the theoretical maximum amount of product (1.0 means a 100% yield; for example, 0.34 means a 34% yield). (1) The reactants are C(N(CC)CC)C.[CH:8]([C:10]1[C:18]2[C:13](=[CH:14][CH:15]=[CH:16][CH:17]=2)[N:12](C(OCC)=O)[CH:11]=1)=[O:9].[CH2:24]([N:26]1[C:30]([CH:31]=[N:32][C:33]2[CH:38]=[CH:37][CH:36]=[C:35]([O:39][CH3:40])[CH:34]=2)=[CH:29][CH:28]=[N:27]1)[CH3:25]. The catalyst is [Cl-].C([N+]1C(C)=C(CCO)SC=1)C1C=CC=CC=1.C(O)C. The product is [CH2:24]([N:26]1[C:30]([CH:31]([NH:32][C:33]2[CH:38]=[CH:37][CH:36]=[C:35]([O:39][CH3:40])[CH:34]=2)[C:8]([C:10]2[C:18]3[C:13](=[CH:14][CH:15]=[CH:16][CH:17]=3)[NH:12][CH:11]=2)=[O:9])=[CH:29][CH:28]=[N:27]1)[CH3:25]. The yield is 0.0200. (2) The reactants are Cl[C:2]1[N:3]=[C:4]2[C:10]3[CH:11]=[CH:12][CH:13]=[CH:14][C:9]=3[NH:8][C:7]3[N:15]=[CH:16][CH:17]=[CH:18][C:6]=3[N:5]2[C:19]=1[C:20]1[CH:25]=[CH:24][C:23]([C:26]2([NH:30][C:31](=[O:37])[O:32][C:33]([CH3:36])([CH3:35])[CH3:34])[CH2:29][CH2:28][CH2:27]2)=[CH:22][CH:21]=1.[N+:38]([C:41]1[CH:46]=[CH:45][C:44](B2OC(C)(C)C(C)(C)O2)=[CH:43][CH:42]=1)([O-:40])=[O:39].C([O-])([O-])=O.[Na+].[Na+]. The catalyst is CN(C=O)C.CCOC(C)=O.CC(P(C(C)(C)C)C1C=CC(N(C)C)=CC=1)(C)C.CC(P(C(C)(C)C)C1C=CC(N(C)C)=CC=1)(C)C.Cl[Pd]Cl. The product is [N+:38]([C:41]1[CH:46]=[CH:45][C:44]([C:2]2[N:3]=[C:4]3[C:10]4[CH:11]=[CH:12][CH:13]=[CH:14][C:9]=4[NH:8][C:7]4[N:15]=[CH:16][CH:17]=[CH:18][C:6]=4[N:5]3[C:19]=2[C:20]2[CH:25]=[CH:24][C:23]([C:26]3([NH:30][C:31](=[O:37])[O:32][C:33]([CH3:35])([CH3:34])[CH3:36])[CH2:27][CH2:28][CH2:29]3)=[CH:22][CH:21]=2)=[CH:43][CH:42]=1)([O-:40])=[O:39]. The yield is 0.176. (3) The reactants are [NH2:1][C:2]1[N:3]=[CH:4][C:5]2[CH2:11][C:10](=[O:12])[NH:9][C:8]3[CH:13]=[C:14](I)[CH:15]=[CH:16][C:7]=3[C:6]=2[N:18]=1.[O-]P([O-])([O-])=O.[K+].[K+].[K+].[CH3:27][O:28][C:29]1[CH:30]=[C:31]([CH:33]=[CH:34][CH:35]=1)[NH2:32]. The catalyst is CN1CCCC1=O. The product is [NH2:1][C:2]1[N:3]=[CH:4][C:5]2[CH2:11][C:10](=[O:12])[NH:9][C:8]3[CH:13]=[C:14]([NH:32][C:31]4[CH:33]=[CH:34][CH:35]=[C:29]([O:28][CH3:27])[CH:30]=4)[CH:15]=[CH:16][C:7]=3[C:6]=2[N:18]=1. The yield is 0.610. (4) The reactants are [NH:1]1[C:9]2[CH:8]=[CH:7][CH:6]=[C:5]([CH:10]=O)[C:4]=2[CH:3]=[CH:2]1.[CH3:12][NH2:13].[BH4-].[Na+].O. The catalyst is CO. The product is [NH:1]1[C:9]2[C:4](=[C:5]([CH2:10][NH:13][CH3:12])[CH:6]=[CH:7][CH:8]=2)[CH:3]=[CH:2]1. The yield is 0.940. (5) The reactants are [Cl:1][C:2]1[CH:3]=[C:4]2[C:9](=[CH:10][CH:11]=1)[N:8]=[C:7]([N:12]1[CH2:17][CH2:16][N:15]([CH3:18])[CH2:14][CH2:13]1)[C:6]([NH2:19])=[C:5]2[NH2:20].CC(O)=O.[N:25]([O-])=O.[Na+].C([O-])([O-])=O.[Na+].[Na+]. The catalyst is O. The product is [Cl:1][C:2]1[CH:11]=[CH:10][C:9]2[N:8]=[C:7]([N:12]3[CH2:17][CH2:16][N:15]([CH3:18])[CH2:14][CH2:13]3)[C:6]3[N:19]=[N:25][NH:20][C:5]=3[C:4]=2[CH:3]=1. The yield is 0.330. (6) The reactants are Cl.[Cl:2][C:3]1[CH:16]=[CH:15][C:6]([CH2:7][C:8]2([NH2:14])[CH2:13][CH2:12][NH:11][CH2:10][CH2:9]2)=[CH:5][CH:4]=1.Cl[C:18]1[C:19]2[CH:26]=[CH:25][NH:24][C:20]=2[N:21]=[CH:22][N:23]=1.C(N(CC)CC)C. The catalyst is C(O)CCC. The product is [Cl:2][C:3]1[CH:4]=[CH:5][C:6]([CH2:7][C:8]2([NH2:14])[CH2:9][CH2:10][N:11]([C:18]3[C:19]4[CH:26]=[CH:25][NH:24][C:20]=4[N:21]=[CH:22][N:23]=3)[CH2:12][CH2:13]2)=[CH:15][CH:16]=1. The yield is 0.490. (7) The reactants are CN(C=O)C.[CH2:6]([NH2:8])[CH3:7].[CH:9]1([CH2:15][CH2:16][CH2:17][CH2:18][NH:19][C:20]([C:22]2[N:23]=[C:24]([C@@H:27]3[CH:32]4[O:33][C@@H:29]([CH2:30][CH2:31]4)[C@@H:28]3[CH2:34][C:35]3[CH:40]=[C:39]([F:41])[CH:38]=[CH:37][C:36]=3[CH2:42][CH2:43][C:44]([OH:46])=O)[O:25][CH:26]=2)=[O:21])[CH2:14][CH2:13][CH2:12][CH2:11][CH2:10]1.Cl.CN(C)CCCN=C=NCC. The catalyst is CN(C1C=CN=CC=1)C.C(OCC)(=O)C. The product is [CH:9]1([CH2:15][CH2:16][CH2:17][CH2:18][NH:19][C:20]([C:22]2[N:23]=[C:24]([CH:27]3[CH:28]([CH2:34][C:35]4[CH:40]=[C:39]([F:41])[CH:38]=[CH:37][C:36]=4[CH2:42][CH2:43][C:44](=[O:46])[NH:8][CH2:6][CH3:7])[CH:29]4[O:33][CH:32]3[CH2:31][CH2:30]4)[O:25][CH:26]=2)=[O:21])[CH2:14][CH2:13][CH2:12][CH2:11][CH2:10]1. The yield is 0.200.